From a dataset of Peptide-MHC class II binding affinity with 134,281 pairs from IEDB. Regression. Given a peptide amino acid sequence and an MHC pseudo amino acid sequence, predict their binding affinity value. This is MHC class II binding data. The peptide sequence is YVYEPFPKEVWEQIF. The binding affinity (normalized) is 0. The MHC is DRB3_0202 with pseudo-sequence DRB3_0202.